This data is from Full USPTO retrosynthesis dataset with 1.9M reactions from patents (1976-2016). The task is: Predict the reactants needed to synthesize the given product. Given the product [OH:3][C:2]([CH2:4][CH2:5][CH2:6][CH2:7][C@H:8]1[C@@H:16]2[C@@H:11]([NH:12][C:13]([NH:15]2)=[O:14])[CH2:10][S:9]1)=[O:1], predict the reactants needed to synthesize it. The reactants are: [OH:1][C:2]([CH2:4][CH2:5][CH2:6][CH2:7][C@H:8]1[C@@H:16]2[C@@H:11]([NH:12][C:13]([NH:15]2)=[O:14])[CH2:10][S:9]1)=[O:3].CS(C)=O.